The task is: Predict the reactants needed to synthesize the given product.. This data is from Full USPTO retrosynthesis dataset with 1.9M reactions from patents (1976-2016). (1) Given the product [OH:1][C:2]1[CH:3]=[C:4]([NH:45][S:46]([NH2:49])(=[O:47])=[O:48])[CH:5]=[C:6]([C:8]2[C:16]3[C:15]([NH:17][C@H:18]([C:20]4[N:25]([C:26]5[CH:27]=[CH:28][CH:29]=[CH:30][CH:31]=5)[C:24](=[O:32])[C:23]5=[C:33]([CH3:36])[CH:34]=[CH:35][N:22]5[N:21]=4)[CH3:19])=[N:14][CH:13]=[N:12][C:11]=3[NH:10][CH:9]=2)[CH:7]=1, predict the reactants needed to synthesize it. The reactants are: [OH:1][C:2]1[CH:3]=[C:4]([NH:45][S:46]([NH2:49])(=[O:48])=[O:47])[CH:5]=[C:6]([C:8]2[C:16]3[C:15]([NH:17][C@H:18]([C:20]4[N:25]([C:26]5[CH:31]=[CH:30][CH:29]=[CH:28][CH:27]=5)[C:24](=[O:32])[C:23]5=[C:33]([CH3:36])[CH:34]=[CH:35][N:22]5[N:21]=4)[CH3:19])=[N:14][CH:13]=[N:12][C:11]=3[N:10](COCC[Si](C)(C)C)[CH:9]=2)[CH:7]=1.FC(F)(F)C(O)=O.N. (2) The reactants are: C(N(CC)CC)C.[CH:8]([C:10]1[C:18]2[C:13](=[CH:14][CH:15]=[CH:16][CH:17]=2)[N:12](C(OC(C)(C)C)=O)[CH:11]=1)=[O:9].[CH3:26][O:27][C:28]1[CH:29]=[C:30]([CH:39]=[CH:40][CH:41]=1)[N:31]=[CH:32][C:33]1[CH:38]=[N:37][CH:36]=[CH:35][N:34]=1. Given the product [NH:12]1[C:13]2[C:18](=[CH:17][CH:16]=[CH:15][CH:14]=2)[C:10]([C:8](=[O:9])[CH:32]([NH:31][C:30]2[CH:39]=[CH:40][CH:41]=[C:28]([O:27][CH3:26])[CH:29]=2)[C:33]2[CH:38]=[N:37][CH:36]=[CH:35][N:34]=2)=[CH:11]1, predict the reactants needed to synthesize it. (3) Given the product [F:38][C:39]1[CH:40]=[CH:41][C:42]([C:45]2[C:50](/[CH:51]=[CH:22]/[C@H:4]3[O:3][C:2]([CH3:1])([CH3:37])[O:7][C@@H:6]([CH2:8][C:9]([O:11][C:12]([CH3:20])([CH3:21])[CH2:13][C:14]4[CH:19]=[CH:18][CH:17]=[CH:16][CH:15]=4)=[O:10])[CH2:5]3)=[C:49]([CH:53]([CH3:55])[CH3:54])[N:48]=[C:47]([N:56]([CH3:61])[S:57]([CH3:60])(=[O:59])=[O:58])[N:46]=2)=[CH:43][CH:44]=1, predict the reactants needed to synthesize it. The reactants are: [CH3:1][C:2]1([CH3:37])[O:7][C@@H:6]([CH2:8][C:9]([O:11][C:12]([CH3:21])([CH3:20])[CH2:13][C:14]2[CH:19]=[CH:18][CH:17]=[CH:16][CH:15]=2)=[O:10])[CH2:5][C@@H:4]([CH2:22]S(C2N(C3C=CC=CC=3)N=NN=2)(=O)=O)[O:3]1.[F:38][C:39]1[CH:44]=[CH:43][C:42]([C:45]2[C:50]([CH:51]=O)=[C:49]([CH:53]([CH3:55])[CH3:54])[N:48]=[C:47]([N:56]([CH3:61])[S:57]([CH3:60])(=[O:59])=[O:58])[N:46]=2)=[CH:41][CH:40]=1.C[Si]([N-][Si](C)(C)C)(C)C.[Li+].[Cl-].[NH4+].